From a dataset of Catalyst prediction with 721,799 reactions and 888 catalyst types from USPTO. Predict which catalyst facilitates the given reaction. (1) Reactant: [NH2:1][C:2]1[C:7]2[N:8]([CH3:12])[C:9](=[O:11])[NH:10][C:6]=2[CH:5]=[CH:4][CH:3]=1.[CH:13](=O)[CH2:14][CH3:15].C([BH3-])#N.[Na+]. Product: [CH3:12][N:8]1[C:7]2[C:2]([NH:1][CH2:13][CH2:14][CH3:15])=[CH:3][CH:4]=[CH:5][C:6]=2[NH:10][C:9]1=[O:11]. The catalyst class is: 5. (2) Reactant: C(N(CC)CC)C.[Cl:8][C:9]1[CH:14]=[C:13]([CH2:15][OH:16])[CH:12]=[CH:11][N:10]=1.CS(Cl)(=O)=O.[F:22][C:23]1[CH:28]=[CH:27][C:26](O)=[CH:25][CH:24]=1.C(=O)([O-])[O-].[K+].[K+]. Product: [Cl:8][C:9]1[CH:14]=[C:13]([CH2:15][O:16][C:26]2[CH:27]=[CH:28][C:23]([F:22])=[CH:24][CH:25]=2)[CH:12]=[CH:11][N:10]=1. The catalyst class is: 434.